Task: Predict the product of the given reaction.. Dataset: Forward reaction prediction with 1.9M reactions from USPTO patents (1976-2016) (1) Given the reactants [Br:1][C:2]1[C:3](=[O:30])[N:4](CC2C=CC(OC)=CC=2OC)[C:5]([CH3:18])=[CH:6][C:7]=1[O:8][CH2:9][C:10]1[CH:17]=[CH:16][CH:15]=[CH:14][C:11]=1[C:12]#[N:13], predict the reaction product. The product is: [Br:1][C:2]1[C:3](=[O:30])[NH:4][C:5]([CH3:18])=[CH:6][C:7]=1[O:8][CH2:9][C:10]1[CH:17]=[CH:16][CH:15]=[CH:14][C:11]=1[C:12]#[N:13]. (2) Given the reactants O1CCOCC1.[NH2:7][C@@H:8]([CH2:12][CH2:13][CH2:14][CH2:15][NH:16][C:17](=[O:40])[C@@H:18]([NH:26][C:27]([O:29][CH2:30][C:31]1[CH:36]=[CH:35][C:34]([N:37]=[N+:38]=[N-:39])=[CH:33][CH:32]=1)=[O:28])[CH2:19][S:20][S:21][C:22]([CH3:25])([CH3:24])[CH3:23])[C:9]([OH:11])=[O:10].C(=O)(O)[O-].[Na+].[CH3:46][C:47]([O:50][C:51](O[C:51]([O:50][C:47]([CH3:49])([CH3:48])[CH3:46])=[O:52])=[O:52])([CH3:49])[CH3:48], predict the reaction product. The product is: [N:37]([C:34]1[CH:35]=[CH:36][C:31]([CH2:30][O:29][C:27]([NH:26][C@@H:18]([CH2:19][S:20][S:21][C:22]([CH3:25])([CH3:23])[CH3:24])[C:17]([NH:16][CH2:15][CH2:14][CH2:13][CH2:12][C@H:8]([NH:7][C:51]([O:50][C:47]([CH3:49])([CH3:48])[CH3:46])=[O:52])[C:9]([OH:11])=[O:10])=[O:40])=[O:28])=[CH:32][CH:33]=1)=[N+:38]=[N-:39]. (3) Given the reactants [Br:1][C:2]1[C:3]([O:11][CH3:12])=[C:4]([CH3:10])[C:5]([CH2:8][OH:9])=[N:6][CH:7]=1.[Si:13](Cl)([C:16]([CH3:19])([CH3:18])[CH3:17])([CH3:15])[CH3:14].C(N(CC)CC)C.CN(C1C=CC=CN=1)C, predict the reaction product. The product is: [Br:1][C:2]1[C:3]([O:11][CH3:12])=[C:4]([CH3:10])[C:5]([CH2:8][O:9][Si:13]([C:16]([CH3:19])([CH3:18])[CH3:17])([CH3:15])[CH3:14])=[N:6][CH:7]=1. (4) Given the reactants Cl[C:2]1([C:13]2[CH:18]=[CH:17][CH:16]=[CH:15][C:14]=2[O:19][CH3:20])[C:10]2[C:5](=[CH:6][CH:7]=[C:8]([Cl:11])[CH:9]=2)[NH:4][C:3]1=[O:12].FC(F)(F)C(O)=O.[NH2:28][CH2:29][C:30]([N:32]([CH3:34])[CH3:33])=[O:31], predict the reaction product. The product is: [Cl:11][C:8]1[CH:9]=[C:10]2[C:5](=[CH:6][CH:7]=1)[NH:4][C:3](=[O:12])[C:2]2([NH:28][CH2:29][C:30]([N:32]([CH3:34])[CH3:33])=[O:31])[C:13]1[CH:18]=[CH:17][CH:16]=[CH:15][C:14]=1[O:19][CH3:20]. (5) Given the reactants [OH:1][CH2:2][C@@H:3]([C@H:5]([C@@H:7]([C@@H:9]([CH2:11][OH:12])[OH:10])[OH:8])[OH:6])[OH:4].[Cl-:13].[Cl-].[Ca+2:15], predict the reaction product. The product is: [OH:12][CH2:11][C@@H:9]([C@H:7]([C@@H:5]([C@@H:3]([CH2:2][OH:1])[OH:4])[OH:6])[OH:8])[OH:10].[Cl-:13].[Cl-:13].[Ca+2:15]. (6) The product is: [CH3:15][C@@H:16]1[CH2:21][CH2:20][CH2:19][N:18]([C:12]([C:11]2[N:7]([C:1]3[CH:2]=[CH:3][CH:4]=[CH:5][CH:6]=3)[N:8]=[CH:9][CH:10]=2)=[O:14])[C@@H:17]1[CH2:22][NH:23][C:24]1[CH:29]=[CH:28][C:27]([C:30]([F:33])([F:31])[F:32])=[CH:26][N:25]=1. Given the reactants [C:1]1([N:7]2[C:11]([C:12]([OH:14])=O)=[CH:10][CH:9]=[N:8]2)[CH:6]=[CH:5][CH:4]=[CH:3][CH:2]=1.[CH3:15][C@@H:16]1[CH2:21][CH2:20][CH2:19][NH:18][C@@H:17]1[CH2:22][NH:23][C:24]1[CH:29]=[CH:28][C:27]([C:30]([F:33])([F:32])[F:31])=[CH:26][N:25]=1, predict the reaction product. (7) Given the reactants C(O[C:6](=O)[NH:7][CH2:8][CH2:9][NH:10][CH2:11][CH2:12][NH:13][C:14](OC(C)(C)C)=O)(C)(C)C.[H-].[H-].[H-].[H-].[Li+].[Al+3], predict the reaction product. The product is: [CH3:6][NH:7][CH2:8][CH2:9][NH:10][CH2:11][CH2:12][NH:13][CH3:14]. (8) Given the reactants [F:1][C:2]1[CH:7]=[C:6]([I:8])[CH:5]=[CH:4][C:3]=1[N:9]1[C:21]2[C:12](=[CH:13][C:14]3[C:15]([CH3:23])=[N:16][CH:17]=[N:18][C:19]=3[C:20]=2[F:22])[N:11]([S:24]([C:27]2([CH2:30][CH2:31][O:32][Si:33]([C:36]([CH3:39])([CH3:38])[CH3:37])([CH3:35])[CH3:34])[CH2:29][CH2:28]2)(=[O:26])=[O:25])C1=O.C[Si](C)(C)[O-].[K+], predict the reaction product. The product is: [F:1][C:2]1[CH:7]=[C:6]([I:8])[CH:5]=[CH:4][C:3]=1[NH:9][C:21]1[C:20]([F:22])=[C:19]2[C:14]([C:15]([CH3:23])=[N:16][CH:17]=[N:18]2)=[CH:13][C:12]=1[NH:11][S:24]([C:27]1([CH2:30][CH2:31][O:32][Si:33]([C:36]([CH3:39])([CH3:38])[CH3:37])([CH3:34])[CH3:35])[CH2:28][CH2:29]1)(=[O:25])=[O:26]. (9) Given the reactants Cl.[CH3:2][O:3][C:4](=[O:15])[C:5]1[CH:10]=[CH:9][C:8]([CH2:11][NH2:12])=[C:7]([O:13][CH3:14])[CH:6]=1.[C:16]1([CH2:22][C:23](Cl)=[O:24])[CH:21]=[CH:20][CH:19]=[CH:18][CH:17]=1.CCN(C(C)C)C(C)C, predict the reaction product. The product is: [CH3:2][O:3][C:4](=[O:15])[C:5]1[CH:10]=[CH:9][C:8]([CH2:11][NH:12][C:23](=[O:24])[CH2:22][C:16]2[CH:21]=[CH:20][CH:19]=[CH:18][CH:17]=2)=[C:7]([O:13][CH3:14])[CH:6]=1.